This data is from Peptide-MHC class I binding affinity with 185,985 pairs from IEDB/IMGT. The task is: Regression. Given a peptide amino acid sequence and an MHC pseudo amino acid sequence, predict their binding affinity value. This is MHC class I binding data. (1) The peptide sequence is ERWFVRNPF. The MHC is HLA-A69:01 with pseudo-sequence HLA-A69:01. The binding affinity (normalized) is 0.0847. (2) The peptide sequence is SMFTLRHII. The MHC is HLA-A32:01 with pseudo-sequence HLA-A32:01. The binding affinity (normalized) is 0.592.